Dataset: Reaction yield outcomes from USPTO patents with 853,638 reactions. Task: Predict the reaction yield, written as a fraction of the theoretical maximum amount of product (1.0 means a 100% yield; for example, 0.34 means a 34% yield). The reactants are C(Cl)CCl.[CH2:5]([O:12][C:13]([NH:15][C@@H:16]1[CH2:21][CH2:20][C@H:19]([C:22]([OH:24])=O)[CH2:18][CH2:17]1)=[O:14])[C:6]1[CH:11]=[CH:10][CH:9]=[CH:8][CH:7]=1.Cl.[CH3:26][NH:27][O:28][CH3:29].C(N(CC)CC)C. The catalyst is CN(C1C=CN=CC=1)C.ClCCl.C1C=CC2N(O)N=NC=2C=1.O. The product is [CH3:29][O:28][N:27]([CH3:26])[C:22]([C@@H:19]1[CH2:18][CH2:17][C@H:16]([NH:15][C:13](=[O:14])[O:12][CH2:5][C:6]2[CH:7]=[CH:8][CH:9]=[CH:10][CH:11]=2)[CH2:21][CH2:20]1)=[O:24]. The yield is 0.950.